From a dataset of Aqueous solubility values for 9,982 compounds from the AqSolDB database. Regression/Classification. Given a drug SMILES string, predict its absorption, distribution, metabolism, or excretion properties. Task type varies by dataset: regression for continuous measurements (e.g., permeability, clearance, half-life) or binary classification for categorical outcomes (e.g., BBB penetration, CYP inhibition). For this dataset (solubility_aqsoldb), we predict Y. (1) The compound is O=C(c1ccccc1)N(O)c1ccccc1. The Y is -2.73 log mol/L. (2) The molecule is O=S(=O)(O)O. The Y is 1.01 log mol/L. (3) The drug is CC(C)COC=O. The Y is -1.00 log mol/L. (4) The compound is O[C@]12COC(c3ccccc3)O[C@@H]1[C@H]1OC(c3ccccc3)OC[C@H]1O2. The Y is -4.44 log mol/L. (5) The compound is Cc1cc(N)c(S(=O)(=O)O)cc1Cl. The Y is -2.35 log mol/L. (6) The molecule is Fc1ccc(-n2c[c-]cc2)c(F)c1.Fc1ccc(-n2c[c-]cc2)c(F)c1.[Ti+4].c1cc[cH-]c1.c1cc[cH-]c1. The Y is -8.13 log mol/L. (7) The compound is CC(N)(CO)CO. The Y is 0.978 log mol/L. (8) The drug is CCSC(=S)NC(CC(=O)O)C(=O)O. The Y is -1.38 log mol/L. (9) The molecule is CCCCCCCCCCCCCCCCCCCCO. The Y is -5.48 log mol/L.